From a dataset of Peptide-MHC class I binding affinity with 185,985 pairs from IEDB/IMGT. Regression. Given a peptide amino acid sequence and an MHC pseudo amino acid sequence, predict their binding affinity value. This is MHC class I binding data. (1) The peptide sequence is DYSEVALNV. The MHC is Mamu-B8701 with pseudo-sequence Mamu-B8701. The binding affinity (normalized) is 0.0581. (2) The peptide sequence is FMHSAAPIT. The MHC is HLA-B07:02 with pseudo-sequence HLA-B07:02. The binding affinity (normalized) is 0.0847. (3) The peptide sequence is TYKKKNNHI. The MHC is HLA-A23:01 with pseudo-sequence HLA-A23:01. The binding affinity (normalized) is 0.594. (4) The peptide sequence is AEMWAQDAAM. The MHC is HLA-B37:01 with pseudo-sequence HLA-B37:01. The binding affinity (normalized) is 0.260.